Dataset: Peptide-MHC class I binding affinity with 185,985 pairs from IEDB/IMGT. Task: Regression. Given a peptide amino acid sequence and an MHC pseudo amino acid sequence, predict their binding affinity value. This is MHC class I binding data. (1) The peptide sequence is EVVDMLSTY. The MHC is HLA-A26:02 with pseudo-sequence HLA-A26:02. The binding affinity (normalized) is 1.00. (2) The peptide sequence is AFLPFTLGI. The MHC is HLA-A23:01 with pseudo-sequence HLA-A23:01. The binding affinity (normalized) is 0.00819. (3) The binding affinity (normalized) is 0.685. The peptide sequence is FPVRPQVPI. The MHC is HLA-B53:01 with pseudo-sequence HLA-B53:01. (4) The peptide sequence is FLLDYEGTL. The MHC is HLA-A02:06 with pseudo-sequence HLA-A02:06. The binding affinity (normalized) is 1.00.